Dataset: Full USPTO retrosynthesis dataset with 1.9M reactions from patents (1976-2016). Task: Predict the reactants needed to synthesize the given product. (1) Given the product [CH2:1]1[N:6]2[CH2:7][N:8]3[CH2:10][N:4]([CH2:5]2)[CH2:3][N:2]1[CH2:9]3, predict the reactants needed to synthesize it. The reactants are: [CH2:1]1[N:6]2[CH2:7][N+:8]3(C/C=C/Cl)[CH2:10][N:4]([CH2:5]2)[CH2:3][N:2]1[CH2:9]3.[Cl-].ClC1C=CC(OC(N2C=CN=C2)C(=O)C(C)(C)C)=CC=1.OCN1C(C)(C)C(=O)N(CO)C1=O.C(O)C1C=CC=CC=1.ON1C(CC(C)CC(C)(C)C)=CC(C)=CC1=O.C(CN)O.BrCC(Br)(C#N)CCC#N.BrC1(Br)C(O)C(CC2C=CC=CC=2O)=CC(Cl)(Cl)C1. (2) Given the product [CH3:12][O:11][C:10]1[N:5]2[N:4]=[C:3]([CH:1]=[CH2:22])[CH:21]=[C:6]2[C:7]([C:13]2[CH:14]([CH3:20])[CH2:15][C:16](=[O:19])[NH:17][N:18]=2)=[CH:8][CH:9]=1, predict the reactants needed to synthesize it. The reactants are: [CH:1]([C:3]1[CH:21]=[C:6]2[C:7]([C:13]3[CH:14]([CH3:20])[CH2:15][C:16](=[O:19])[NH:17][N:18]=3)=[CH:8][CH:9]=[C:10]([O:11][CH3:12])[N:5]2[N:4]=1)=O.[CH2:22]1COCC1. (3) Given the product [NH2:9][C:3]1[N:4]=[CH:5][N:6]=[C:7]([NH:10][C@@H:11]2[CH2:15][CH2:14][C@H:13]([NH:16][C:17](=[O:23])[CH:40]=[CH2:41])[CH2:12]2)[C:2]=1[C:28]1[CH:29]=[CH:30][C:25]([O:24][C:31]2[CH:36]=[CH:35][CH:34]=[CH:33][CH:32]=2)=[CH:26][CH:27]=1, predict the reactants needed to synthesize it. The reactants are: Cl[C:2]1[C:3]([NH2:9])=[N:4][CH:5]=[N:6][C:7]=1Cl.[NH2:10][C@@H:11]1[CH2:15][CH2:14][C@H:13]([NH:16][C:17](=[O:23])OC(C)(C)C)[CH2:12]1.[O:24]([C:31]1[CH:36]=[CH:35][C:34](B(O)O)=[CH:33][CH:32]=1)[C:25]1[CH:30]=[CH:29][CH:28]=[CH:27][CH:26]=1.[C:40](Cl)(=O)[CH:41]=C. (4) Given the product [CH3:1][O:2][C:3](=[O:42])[C:4]1[CH:9]=[C:8]([O:10][C:11]2[CH:16]=[CH:15][C:14]([NH:17][S:18]([C:21]3[CH:22]=[CH:23][C:24]([CH3:27])=[CH:25][CH:26]=3)(=[O:19])=[O:20])=[C:13]([C:28]#[N:29])[CH:12]=2)[CH:7]=[CH:6][C:5]=1[NH:31][S:32]([C:35]1[CH:36]=[CH:37][C:38]([CH3:41])=[CH:39][CH:40]=1)(=[O:34])=[O:33], predict the reactants needed to synthesize it. The reactants are: [CH3:1][O:2][C:3](=[O:42])[C:4]1[CH:9]=[C:8]([O:10][C:11]2[CH:16]=[CH:15][C:14]([NH:17][S:18]([C:21]3[CH:26]=[CH:25][C:24]([CH3:27])=[CH:23][CH:22]=3)(=[O:20])=[O:19])=[C:13]([C:28](=O)[NH2:29])[CH:12]=2)[CH:7]=[CH:6][C:5]=1[NH:31][S:32]([C:35]1[CH:40]=[CH:39][C:38]([CH3:41])=[CH:37][CH:36]=1)(=[O:34])=[O:33].O=P(Cl)(Cl)Cl.